From a dataset of Forward reaction prediction with 1.9M reactions from USPTO patents (1976-2016). Predict the product of the given reaction. (1) Given the reactants [Cl:1][C:2]1[CH:3]=[C:4]([CH2:8][C:9](Cl)=[O:10])[CH:5]=[CH:6][CH:7]=1.[Cl:12][C:13]([Cl:22])([Cl:21])[C:14]([C:16]1[NH:17][CH:18]=[CH:19][CH:20]=1)=[O:15].[Cl-].[Cl-].[Cl-].[Al+3], predict the reaction product. The product is: [Cl:22][C:13]([Cl:12])([Cl:21])[C:14]([C:16]1[NH:17][CH:18]=[C:19]([C:9](=[O:10])[CH2:8][C:4]2[CH:5]=[CH:6][CH:7]=[C:2]([Cl:1])[CH:3]=2)[CH:20]=1)=[O:15]. (2) Given the reactants [Cl:1][C:2]1[CH:7]=[C:6]([CH3:8])[N:5]=[C:4]([C:9]([N:11]2[CH2:16][CH2:15][CH2:14][CH2:13][C@H:12]2[CH2:17][C:18]2[N:19]=[C:20]3[C:25]([CH3:26])=[CH:24][CH:23]=[CH:22][N:21]3[CH:27]=2)=[O:10])[C:3]=1[O:28][CH2:29][CH3:30].Cl.CCOCC, predict the reaction product. The product is: [ClH:1].[Cl:1][C:2]1[CH:7]=[C:6]([CH3:8])[N:5]=[C:4]([C:9]([N:11]2[CH2:16][CH2:15][CH2:14][CH2:13][C@H:12]2[CH2:17][C:18]2[N:19]=[C:20]3[C:25]([CH3:26])=[CH:24][CH:23]=[CH:22][N:21]3[CH:27]=2)=[O:10])[C:3]=1[O:28][CH2:29][CH3:30]. (3) Given the reactants [C:1]([O:5][C:6]([N:8]1[C:12](=[O:13])[CH:11]=[C:10]([OH:14])[CH:9]1[CH2:15][C:16]1[C:24]2[C:19](=[CH:20][CH:21]=[CH:22][CH:23]=2)[NH:18][CH:17]=1)=[O:7])([CH3:4])([CH3:3])[CH3:2].[BH4-].[Na+], predict the reaction product. The product is: [C:1]([O:5][C:6]([N:8]1[C:12](=[O:13])[CH2:11][CH:10]([OH:14])[CH:9]1[CH2:15][C:16]1[C:24]2[C:19](=[CH:20][CH:21]=[CH:22][CH:23]=2)[NH:18][CH:17]=1)=[O:7])([CH3:4])([CH3:2])[CH3:3]. (4) The product is: [CH3:20][C@H:21]1[CH2:22][N:23]([S:28]([CH3:31])(=[O:30])=[O:29])[CH2:24][C@@H:25]([CH3:27])[N:26]1[CH2:2][C:3]1[N:7]([C:8]2[CH:15]=[CH:14][C:11]([C:12]#[N:13])=[C:10]([C:16]([F:19])([F:18])[F:17])[CH:9]=2)[N:6]=[N:5][N:4]=1. Given the reactants Cl[CH2:2][C:3]1[N:7]([C:8]2[CH:15]=[CH:14][C:11]([C:12]#[N:13])=[C:10]([C:16]([F:19])([F:18])[F:17])[CH:9]=2)[N:6]=[N:5][N:4]=1.[CH3:20][CH:21]1[NH:26][CH:25]([CH3:27])[CH2:24][N:23]([S:28]([CH3:31])(=[O:30])=[O:29])[CH2:22]1.C(N(CC)CC)C, predict the reaction product. (5) Given the reactants [F:1][C:2]1[CH:10]=[C:9]([F:11])[CH:8]=[CH:7][C:3]=1[C:4]([OH:6])=O.CCN(C(C)C)C(C)C.C1C=CC2N(O)N=NC=2C=1.[N:31]1([C:37]([O:39][C:40]([CH3:43])([CH3:42])[CH3:41])=[O:38])[CH2:36][CH2:35][NH:34][CH2:33][CH2:32]1.CCN=C=NCCCN(C)C.Cl, predict the reaction product. The product is: [F:1][C:2]1[CH:10]=[C:9]([F:11])[CH:8]=[CH:7][C:3]=1[C:4]([N:34]1[CH2:33][CH2:32][N:31]([C:37]([O:39][C:40]([CH3:43])([CH3:42])[CH3:41])=[O:38])[CH2:36][CH2:35]1)=[O:6]. (6) Given the reactants [C:1]([O:5][C:6]([N:8]1[CH2:12][C@H:11]([OH:13])[CH2:10][C@H:9]1[C:14]([OH:16])=[O:15])=[O:7])([CH3:4])([CH3:3])[CH3:2].[N+](=[CH2:19])=[N-], predict the reaction product. The product is: [OH:13][C@H:11]1[CH2:12][N:8]([C:6]([O:5][C:1]([CH3:4])([CH3:2])[CH3:3])=[O:7])[C@H:9]([C:14]([O:16][CH3:19])=[O:15])[CH2:10]1. (7) Given the reactants [NH2:1][C@H:2]([C:11]([OH:13])=[O:12])[CH2:3][C:4]1[CH:9]=[CH:8][C:7]([OH:10])=[CH:6][CH:5]=1.C[O:15]C1C=C([C@H]2OC[C@H]3[C@@H]2CO[C@@H]3C2C=C(OC)C(O)=C(OC)C=2)C=C(OC)C=1O, predict the reaction product. The product is: [CH2:3]1[C:4]2[C:9](=[CH:8][C:7]([C:6]([CH:5]=2)=[O:15])=[O:10])[NH:1][CH:2]1[C:11]([OH:13])=[O:12].